From a dataset of Full USPTO retrosynthesis dataset with 1.9M reactions from patents (1976-2016). Predict the reactants needed to synthesize the given product. (1) Given the product [C:15]([O:14][C:12]([N:19]1[CH2:24][CH2:23][CH:22]([CH:25]=[C:2]([C:3]([O:5][CH2:6][CH3:7])=[O:4])[C:1]([O:9][CH2:10][CH3:11])=[O:8])[CH2:21][CH2:20]1)=[O:13])([CH3:18])([CH3:16])[CH3:17], predict the reactants needed to synthesize it. The reactants are: [C:1]([O:9][CH2:10][CH3:11])(=[O:8])[CH2:2][C:3]([O:5][CH2:6][CH3:7])=[O:4].[C:12]([N:19]1[CH2:24][CH2:23][CH:22]([CH:25]=O)[CH2:21][CH2:20]1)([O:14][C:15]([CH3:18])([CH3:17])[CH3:16])=[O:13].N1CCCCC1.CC(O)=O. (2) Given the product [CH3:1][O:2][C:3](=[O:12])[C:4]1[CH:9]=[C:8]([I:10])[CH:7]=[CH:6][C:5]=1[O:11][CH2:21][C:20]#[CH:19], predict the reactants needed to synthesize it. The reactants are: [CH3:1][O:2][C:3](=[O:12])[C:4]1[CH:9]=[C:8]([I:10])[CH:7]=[CH:6][C:5]=1[OH:11].C(=O)([O-])[O-].[K+].[K+].[C:19](Br)(=O)[C:20]#[CH:21].